This data is from Full USPTO retrosynthesis dataset with 1.9M reactions from patents (1976-2016). The task is: Predict the reactants needed to synthesize the given product. (1) Given the product [ClH:34].[NH2:8][C@@H:9]([C:20]1[CH:25]=[CH:24][C:23]([C:26]2[CH:31]=[CH:30][CH:29]=[C:28]([O:32][CH3:33])[CH:27]=2)=[CH:22][CH:21]=1)[C:10]([O:12][CH2:13][C:14]1[CH:15]=[CH:16][CH:17]=[CH:18][CH:19]=1)=[O:11], predict the reactants needed to synthesize it. The reactants are: C(OC([NH:8][C@@H:9]([C:20]1[CH:25]=[CH:24][C:23]([C:26]2[CH:31]=[CH:30][CH:29]=[C:28]([O:32][CH3:33])[CH:27]=2)=[CH:22][CH:21]=1)[C:10]([O:12][CH2:13][C:14]1[CH:19]=[CH:18][CH:17]=[CH:16][CH:15]=1)=[O:11])=O)(C)(C)C.[ClH:34]. (2) The reactants are: [CH3:1][O:2][C:3]1[CH:4]=[C:5]2[C:10](=[CH:11][CH:12]=1)[N:9]=[CH:8][CH:7]=[C:6]2[N:13]1[CH2:18][CH2:17][CH:16]([CH2:19][CH2:20][NH2:21])[CH2:15][CH2:14]1.[O-]S([O-])(=O)=O.[Na+].[Na+].[O:29]=[C:30]1[NH:35][C:34]2[N:36]=[C:37]([CH:40]=O)[CH:38]=[CH:39][C:33]=2[S:32][CH2:31]1.[BH4-].[Na+]. Given the product [CH3:1][O:2][C:3]1[CH:4]=[C:5]2[C:10](=[CH:11][CH:12]=1)[N:9]=[CH:8][CH:7]=[C:6]2[N:13]1[CH2:18][CH2:17][CH:16]([CH2:19][CH2:20][NH:21][CH2:40][C:37]2[CH:38]=[CH:39][C:33]3[S:32][CH2:31][C:30](=[O:29])[NH:35][C:34]=3[N:36]=2)[CH2:15][CH2:14]1, predict the reactants needed to synthesize it. (3) Given the product [F:39][C:40]1[CH:41]=[C:42]([NH:55][S:56]([CH3:59])(=[O:57])=[O:58])[CH:43]=[C:44]([C:2]2[C:10]3[C:9]([NH:11][C@H:12]([C:14]4[N:19]([C:20]5[CH:25]=[CH:24][CH:23]=[CH:22][CH:21]=5)[C:18](=[O:26])[C:17]5=[C:27]([CH3:30])[CH:28]=[CH:29][N:16]5[N:15]=4)[CH3:13])=[N:8][CH:7]=[N:6][C:5]=3[N:4]([CH2:31][O:32][CH2:33][CH2:34][Si:35]([CH3:38])([CH3:37])[CH3:36])[CH:3]=2)[CH:45]=1, predict the reactants needed to synthesize it. The reactants are: Br[C:2]1[C:10]2[C:9]([NH:11][C@H:12]([C:14]3[N:19]([C:20]4[CH:25]=[CH:24][CH:23]=[CH:22][CH:21]=4)[C:18](=[O:26])[C:17]4=[C:27]([CH3:30])[CH:28]=[CH:29][N:16]4[N:15]=3)[CH3:13])=[N:8][CH:7]=[N:6][C:5]=2[N:4]([CH2:31][O:32][CH2:33][CH2:34][Si:35]([CH3:38])([CH3:37])[CH3:36])[CH:3]=1.[F:39][C:40]1[CH:41]=[C:42]([NH:55][S:56]([CH3:59])(=[O:58])=[O:57])[CH:43]=[C:44](B2OC(C)(C)C(C)(C)O2)[CH:45]=1.C(=O)([O-])[O-].[Na+].[Na+]. (4) Given the product [O:24]=[C:15]1[NH:16][C:17]2[CH:23]=[N:22][CH:21]=[CH:20][C:18]=2[CH2:19][N:14]1[CH:11]1[CH2:10][CH2:9][N:8]([C:3]([O:5][CH2:30][CH3:31])=[O:4])[CH2:13][CH2:12]1, predict the reactants needed to synthesize it. The reactants are: FC(F)(F)[C:3]([OH:5])=[O:4].[NH:8]1[CH2:13][CH2:12][CH:11]([N:14]2[CH2:19][C:18]3[CH:20]=[CH:21][N:22]=[CH:23][C:17]=3[NH:16][C:15]2=[O:24])[CH2:10][CH2:9]1.C(N1C=CN=C1)(N1[CH:31]=[CH:30]N=C1)=O. (5) Given the product [C:29]([O:33][C:34]([N:36]1[CH2:41][CH2:40][N:39]([C:2]2[CH:10]=[CH:9][C:8]([N+:11]([O-:13])=[O:12])=[C:7]3[C:3]=2[CH2:4][N:5]([CH3:15])[C:6]3=[O:14])[CH2:38][CH2:37]1)=[O:35])([CH3:32])([CH3:30])[CH3:31], predict the reactants needed to synthesize it. The reactants are: F[C:2]1[CH:10]=[CH:9][C:8]([N+:11]([O-:13])=[O:12])=[C:7]2[C:3]=1[CH2:4][N:5]([CH3:15])[C:6]2=[O:14].C(=O)([O-])[O-].[K+].[K+].C(N(CC)CC)C.[C:29]([O:33][C:34]([N:36]1[CH2:41][CH2:40][NH:39][CH2:38][CH2:37]1)=[O:35])([CH3:32])([CH3:31])[CH3:30]. (6) Given the product [NH2:1][C:4]1[CH:5]=[CH:6][C:7]([CH2:10][CH2:11][C:12]2[CH:13]=[CH:14][C:15]([C:16]([O:18][CH3:19])=[O:17])=[CH:20][CH:21]=2)=[CH:8][CH:9]=1, predict the reactants needed to synthesize it. The reactants are: [N+:1]([C:4]1[CH:9]=[CH:8][C:7](/[CH:10]=[CH:11]/[C:12]2[CH:21]=[CH:20][C:15]([C:16]([O:18][CH3:19])=[O:17])=[CH:14][CH:13]=2)=[CH:6][CH:5]=1)([O-])=O.C1COCC1. (7) The reactants are: C(OC([N:8]1[CH2:14][CH2:13][CH2:12][N:11]([C:15]([N:17]2[CH2:22][CH2:21][O:20][CH2:19][CH2:18]2)=[O:16])[CH2:10][CH2:9]1)=O)(C)(C)C.Cl. Given the product [N:11]1([C:15]([N:17]2[CH2:18][CH2:19][O:20][CH2:21][CH2:22]2)=[O:16])[CH2:12][CH2:13][CH2:14][NH:8][CH2:9][CH2:10]1, predict the reactants needed to synthesize it.